Dataset: Full USPTO retrosynthesis dataset with 1.9M reactions from patents (1976-2016). Task: Predict the reactants needed to synthesize the given product. (1) Given the product [NH4+:3].[OH-:6].[CH:30]([C:2]1[N:3]([C:13]2[N:14]=[CH:15][N:16]=[C:17]([NH2:20])[C:18]=2[N:19]=1)[C@@H:4]1[O:12][C@H:9]([CH2:10][OH:11])[C@@H:7]([OH:8])[C@H:5]1[OH:6])=[CH:31][CH3:32], predict the reactants needed to synthesize it. The reactants are: Br[C:2]1[N:3]([C:13]2[N:14]=[CH:15][N:16]=[C:17]([NH2:20])[C:18]=2[N:19]=1)[C@@H:4]1[O:12][C@H:9]([CH2:10][OH:11])[C@@H:7]([OH:8])[C@H:5]1[OH:6].C[Si](C)(C)N[Si](C)(C)C.[CH2:30]([Sn](CCCC)(CCCC)C=CC)[CH2:31][CH2:32]C. (2) Given the product [CH:1]([C@H:14]1[N:19]2[CH2:20][CH2:21][NH:22][CH2:23][C@H:18]2[CH2:17][N:16]([CH2:30][C:31]2[C:32]([O:46][CH3:47])=[N:33][C:34]([O:43][CH2:44][CH3:45])=[N:35][C:36]=2[O:37][CH2:38][C:39]([F:40])([F:41])[F:42])[CH2:15]1)([C:2]1[CH:3]=[CH:4][CH:5]=[CH:6][CH:7]=1)[C:8]1[CH:13]=[CH:12][CH:11]=[CH:10][CH:9]=1, predict the reactants needed to synthesize it. The reactants are: [CH:1]([C@H:14]1[N:19]2[CH2:20][CH2:21][N:22](C(=O)C(F)(F)F)[CH2:23][C@H:18]2[CH2:17][N:16]([CH2:30][C:31]2[C:32]([O:46][CH3:47])=[N:33][C:34]([O:43][CH2:44][CH3:45])=[N:35][C:36]=2[O:37][CH2:38][C:39]([F:42])([F:41])[F:40])[CH2:15]1)([C:8]1[CH:13]=[CH:12][CH:11]=[CH:10][CH:9]=1)[C:2]1[CH:7]=[CH:6][CH:5]=[CH:4][CH:3]=1.C(=O)([O-])[O-].[K+].[K+]. (3) Given the product [CH2:1]([O:3][C:4](=[O:45])[CH2:5][NH:6][C:7]([C:9]1[C:14]([OH:15])=[C:13]([CH3:23])[N:12]=[C:11]([CH2:24][CH:25]2[CH2:26][CH2:27][N:28]([C:31]3[CH:32]=[CH:33][C:34]([C:37]4[CH:38]=[CH:39][C:40]([CH2:43][OH:44])=[CH:41][CH:42]=4)=[CH:35][CH:36]=3)[CH2:29][CH2:30]2)[N:10]=1)=[O:8])[CH3:2], predict the reactants needed to synthesize it. The reactants are: [CH2:1]([O:3][C:4](=[O:45])[CH2:5][NH:6][C:7]([C:9]1[C:14]([O:15]CC2C=CC=CC=2)=[C:13]([CH3:23])[N:12]=[C:11]([CH2:24][CH:25]2[CH2:30][CH2:29][N:28]([C:31]3[CH:36]=[CH:35][C:34]([C:37]4[CH:42]=[CH:41][C:40]([CH2:43][OH:44])=[CH:39][CH:38]=4)=[CH:33][CH:32]=3)[CH2:27][CH2:26]2)[N:10]=1)=[O:8])[CH3:2].